From a dataset of Aqueous solubility values for 9,982 compounds from the AqSolDB database. Regression/Classification. Given a drug SMILES string, predict its absorption, distribution, metabolism, or excretion properties. Task type varies by dataset: regression for continuous measurements (e.g., permeability, clearance, half-life) or binary classification for categorical outcomes (e.g., BBB penetration, CYP inhibition). For this dataset (solubility_aqsoldb), we predict Y. The molecule is CC(C)CC(N)C(=O)NC(C(=O)O)C(C)C. The Y is -0.170 log mol/L.